Predict the reactants needed to synthesize the given product. From a dataset of Full USPTO retrosynthesis dataset with 1.9M reactions from patents (1976-2016). (1) Given the product [Cl:1][C:2]1[CH:7]=[C:6]([C:8]([F:10])([F:9])[F:11])[CH:5]=[C:4]([Cl:12])[C:3]=1[N:13]1[CH:17]=[C:16]([C:18]([OH:23])([CH3:27])[C:19]([F:20])([F:21])[F:22])[C:15]2[CH:24]=[CH:25][S:26][C:14]1=2, predict the reactants needed to synthesize it. The reactants are: [Cl:1][C:2]1[CH:7]=[C:6]([C:8]([F:11])([F:10])[F:9])[CH:5]=[C:4]([Cl:12])[C:3]=1[N:13]1[CH:17]=[C:16]([C:18](=[O:23])[C:19]([F:22])([F:21])[F:20])[C:15]2[CH:24]=[CH:25][S:26][C:14]1=2.[CH3:27][Mg]Br.[Cl-].[NH4+]. (2) The reactants are: [CH3:1][O:2][CH2:3][CH2:4][NH:5][C:6]1[CH:7]=[C:8]([C:12]2[C:20]3[C:15](=[CH:16][CH:17]=[C:18]([C:21]([NH2:23])=[O:22])[CH:19]=3)[N:14](C3CCCCO3)[N:13]=2)[CH:9]=[CH:10][CH:11]=1. Given the product [CH3:1][O:2][CH2:3][CH2:4][NH:5][C:6]1[CH:7]=[C:8]([C:12]2[C:20]3[C:15](=[CH:16][CH:17]=[C:18]([C:21]([NH2:23])=[O:22])[CH:19]=3)[NH:14][N:13]=2)[CH:9]=[CH:10][CH:11]=1, predict the reactants needed to synthesize it. (3) Given the product [CH2:11]([O:18][C:19]1[CH:24]=[CH:23][C:22]([C:25]2[N:44]([CH2:45][O:46][CH2:47][CH2:48][Si:49]([CH3:52])([CH3:51])[CH3:50])[C:28]3[N:29]=[CH:30][N:31]=[C:32]([O:33][C:34]4[CH:39]=[CH:38][C:37]([NH2:40])=[C:36]([F:43])[CH:35]=4)[C:27]=3[CH:26]=2)=[CH:21][CH:20]=1)[C:12]1[CH:13]=[CH:14][CH:15]=[CH:16][CH:17]=1, predict the reactants needed to synthesize it. The reactants are: [Cl-].[NH4+].C(O)C.O1CCCC1.[CH2:11]([O:18][C:19]1[CH:24]=[CH:23][C:22]([C:25]2[N:44]([CH2:45][O:46][CH2:47][CH2:48][Si:49]([CH3:52])([CH3:51])[CH3:50])[C:28]3[N:29]=[CH:30][N:31]=[C:32]([O:33][C:34]4[CH:39]=[CH:38][C:37]([N+:40]([O-])=O)=[C:36]([F:43])[CH:35]=4)[C:27]=3[CH:26]=2)=[CH:21][CH:20]=1)[C:12]1[CH:17]=[CH:16][CH:15]=[CH:14][CH:13]=1. (4) Given the product [Br:21][C:22]1[CH:26]=[CH:25][N:24]([C:2]2[CH:3]=[N:4][CH:5]=[CH:6][C:7]=2[C:8]2[O:9][C:10]3[CH:16]=[CH:15][C:14]([C:17]([F:20])([F:19])[F:18])=[CH:13][C:11]=3[N:12]=2)[N:23]=1, predict the reactants needed to synthesize it. The reactants are: F[C:2]1[CH:3]=[N:4][CH:5]=[CH:6][C:7]=1[C:8]1[O:9][C:10]2[CH:16]=[CH:15][C:14]([C:17]([F:20])([F:19])[F:18])=[CH:13][C:11]=2[N:12]=1.[Br:21][C:22]1[CH:26]=[CH:25][NH:24][N:23]=1.C(=O)([O-])[O-].[K+].[K+].CN(C=O)C. (5) Given the product [NH2:16][C:17]1[C:18]([C:19](=[O:20])[NH:9][CH2:8][C:7]2[CH:10]=[C:3]([Cl:2])[CH:4]=[CH:5][C:6]=2[S:11]([CH2:14][CH3:15])(=[O:13])=[O:12])=[CH:22][C:23]([Cl:40])=[C:24]([CH:25]=1)[O:26][CH:27]1[CH2:28][CH2:29][N:30]([C:33]([O:35][C:36]([CH3:39])([CH3:37])[CH3:38])=[O:34])[CH2:31][CH2:32]1, predict the reactants needed to synthesize it. The reactants are: Cl.[Cl:2][C:3]1[CH:4]=[CH:5][C:6]([S:11]([CH2:14][CH3:15])(=[O:13])=[O:12])=[C:7]([CH:10]=1)[CH2:8][NH2:9].[NH2:16][C:17]1[CH:25]=[C:24]([O:26][CH:27]2[CH2:32][CH2:31][N:30]([C:33]([O:35][C:36]([CH3:39])([CH3:38])[CH3:37])=[O:34])[CH2:29][CH2:28]2)[C:23]([Cl:40])=[CH:22][C:18]=1[C:19](O)=[O:20].CN(C(ON1N=NC2C=CC=CC1=2)=[N+](C)C)C.F[P-](F)(F)(F)(F)F. (6) Given the product [Cl:1][C:2]1[C:6]([Cl:7])=[C:5]([CH3:8])[NH:4][C:3]=1[C:9]([NH:11][C@@H:12]1[CH2:17][CH2:16][N:15]([C:18]2[S:19][C:20]([C:27]([OH:29])=[O:28])=[C:21]([C:23]([NH:25][CH3:26])=[O:24])[N:22]=2)[CH2:14][C@@H:13]1[O:32][CH3:33])=[O:10], predict the reactants needed to synthesize it. The reactants are: [Cl:1][C:2]1[C:6]([Cl:7])=[C:5]([CH3:8])[NH:4][C:3]=1[C:9]([NH:11][C@@H:12]1[CH2:17][CH2:16][N:15]([C:18]2[S:19][C:20]([C:27]([O:29]CC)=[O:28])=[C:21]([C:23]([NH:25][CH3:26])=[O:24])[N:22]=2)[CH2:14][C@@H:13]1[O:32][CH3:33])=[O:10].[OH-].[Ba+2].[OH-].O.Cl. (7) Given the product [Br:1][C:2]1[C:3]([O:16][C:13]2[CH:14]=[CH:15][C:10]([NH2:9])=[CH:11][CH:12]=2)=[N:4][CH:5]=[CH:6][CH:7]=1, predict the reactants needed to synthesize it. The reactants are: [Br:1][C:2]1[C:3](Cl)=[N:4][CH:5]=[CH:6][CH:7]=1.[NH2:9][C:10]1[CH:15]=[CH:14][C:13]([OH:16])=[CH:12][CH:11]=1.C(=O)([O-])[O-].[Cs+].[Cs+].CS(C)=O. (8) Given the product [CH2:26]([NH:28][CH2:21][C:19]([CH2:18][NH:17][C:4]1[CH:3]=[C:2]([CH3:1])[CH:10]=[C:9]2[C:5]=1[CH:6]=[N:7][N:8]2[C:11]1[CH:16]=[CH:15][CH:14]=[CH:13][CH:12]=1)([OH:20])[C:22]([F:24])([F:23])[F:25])[CH3:27], predict the reactants needed to synthesize it. The reactants are: [CH3:1][C:2]1[CH:3]=[C:4]([NH:17][CH2:18][C:19]2([C:22]([F:25])([F:24])[F:23])[CH2:21][O:20]2)[C:5]2[CH:6]=[N:7][N:8]([C:11]3[CH:16]=[CH:15][CH:14]=[CH:13][CH:12]=3)[C:9]=2[CH:10]=1.[CH2:26]([NH2:28])[CH3:27].